This data is from Forward reaction prediction with 1.9M reactions from USPTO patents (1976-2016). The task is: Predict the product of the given reaction. (1) Given the reactants [C:1]1(=O)[CH2:6][CH2:5]C[CH2:3][CH2:2]1.[Cl-:8].[NH4+:9].[C-:10]#[N:11].[Na+].N.[C:14](=O)([O-])O.[Na+].Cl, predict the reaction product. The product is: [ClH:8].[ClH:8].[NH2:9][CH2:14][C:10]1([NH2:11])[CH2:5][CH2:6][CH2:1][CH2:2][CH2:3]1. (2) Given the reactants [H-].[Al+3].[Li+].[H-].[H-].[H-].[Cl:7][C:8]1[CH:9]=[CH:10][C:11]([O:34][CH2:35][CH:36]([CH3:38])[CH3:37])=[C:12]([CH2:14][N:15]2[C:19]([CH3:20])=[CH:18][C:17]([C:21]3[NH:25][C:24]4[CH:26]=[CH:27][C:28]([C:30](OC)=[O:31])=[CH:29][C:23]=4[N:22]=3)=[N:16]2)[CH:13]=1.Cl, predict the reaction product. The product is: [ClH:7].[Cl:7][C:8]1[CH:9]=[CH:10][C:11]([O:34][CH2:35][CH:36]([CH3:38])[CH3:37])=[C:12]([CH2:14][N:15]2[C:19]([CH3:20])=[CH:18][C:17]([C:21]3[NH:25][C:24]4[CH:26]=[CH:27][C:28]([CH2:30][OH:31])=[CH:29][C:23]=4[N:22]=3)=[N:16]2)[CH:13]=1. (3) Given the reactants [F-].C([N+](CCCC)(CCCC)CCCC)CCC.O1CCCC1.C[Si](C)(C)CCOC(=O)[NH:30][C:31]1[CH:36]=[CH:35][CH:34]=[CH:33][C:32]=1[O:37][CH2:38][C:39]1[CH:44]=[CH:43][CH:42]=[CH:41][CH:40]=1, predict the reaction product. The product is: [CH2:38]([O:37][C:32]1[CH:33]=[CH:34][CH:35]=[CH:36][C:31]=1[NH2:30])[C:39]1[CH:40]=[CH:41][CH:42]=[CH:43][CH:44]=1. (4) Given the reactants [Cl:1][C:2]1[CH:7]=[C:6]([Cl:8])[CH:5]=[CH:4][C:3]=1[C:9]1[N:14]2[N:15]=[C:16]([CH2:21][CH3:22])[C:17]([N+:18]([O-])=O)=[C:13]2[CH:12]=[CH:11][CH:10]=1.O.C(O)(=O)C, predict the reaction product. The product is: [Cl:1][C:2]1[CH:7]=[C:6]([Cl:8])[CH:5]=[CH:4][C:3]=1[C:9]1[N:14]2[N:15]=[C:16]([CH2:21][CH3:22])[C:17]([NH2:18])=[C:13]2[CH:12]=[CH:11][CH:10]=1.